From a dataset of Full USPTO retrosynthesis dataset with 1.9M reactions from patents (1976-2016). Predict the reactants needed to synthesize the given product. (1) The reactants are: [OH:1][C:2]1[CH:11]=[C:10]2[C:5]([CH:6]=[CH:7][CH:8]=[N:9]2)=[CH:4][CH:3]=1.[H-].[Na+].Cl[C:15]1[CH:20]=[C:19]([C:21]2[CH:26]=[CH:25][C:24]([C:27]([F:30])([F:29])[F:28])=[CH:23][CH:22]=2)[CH:18]=[CH:17][N:16]=1. Given the product [F:30][C:27]([F:28])([F:29])[C:24]1[CH:23]=[CH:22][C:21]([C:19]2[CH:20]=[CH:15][N:16]=[C:17]([O:1][C:2]3[CH:11]=[C:10]4[C:5]([CH:6]=[CH:7][CH:8]=[N:9]4)=[CH:4][CH:3]=3)[CH:18]=2)=[CH:26][CH:25]=1, predict the reactants needed to synthesize it. (2) Given the product [N:1]12[CH2:8][CH2:7][CH:4]([CH2:5][CH2:6]1)[C@@H:3]([N:9]1[CH2:10][CH2:11][CH2:12][N:13]3[C:21]4[C:16]([CH:15]=[CH:14]3)=[CH:17][CH:18]=[CH:19][C:20]=4[C:22]1=[O:24])[CH2:2]2, predict the reactants needed to synthesize it. The reactants are: [N:1]12[CH2:8][CH2:7][CH:4]([CH2:5][CH2:6]1)[C@@H:3]([NH:9][CH2:10][CH2:11][CH2:12][N:13]1[C:21]3[C:16](=[CH:17][CH:18]=[CH:19][C:20]=3[C:22]([O-:24])=O)[CH:15]=[CH:14]1)[CH2:2]2.[Li+].C(N(CC)C(C)C)(C)C.CCCP1(OP(CCC)(=O)OP(CCC)(=O)O1)=O. (3) The reactants are: [O:1]1[CH2:6][CH2:5][N:4]([CH2:7][CH2:8][O:9][C:10]2[CH:15]=[CH:14][C:13]([C:16]3[CH:17]=[CH:18][C:19]([CH2:22][C:23](OC)=[O:24])=[N:20][CH:21]=3)=[CH:12][CH:11]=2)[CH2:3][CH2:2]1.C1(OC)C=CC=CC=1.[CH2:35]([NH2:42])[C:36]1[CH:41]=[CH:40][CH:39]=[CH:38][CH:37]=1. Given the product [O:1]1[CH2:2][CH2:3][N:4]([CH2:7][CH2:8][O:9][C:10]2[CH:11]=[CH:12][C:13]([C:16]3[CH:17]=[CH:18][C:19]([CH2:22][C:23]([NH:42][CH2:35][C:36]4[CH:41]=[CH:40][CH:39]=[CH:38][CH:37]=4)=[O:24])=[N:20][CH:21]=3)=[CH:14][CH:15]=2)[CH2:5][CH2:6]1, predict the reactants needed to synthesize it. (4) Given the product [Br:1][C:2]1[CH:7]=[CH:6][C:5]([C:8]([F:10])([F:11])[F:9])=[CH:4][C:3]=1[C:12](=[O:14])[CH3:13], predict the reactants needed to synthesize it. The reactants are: [Br:1][C:2]1[CH:7]=[CH:6][C:5]([C:8]([F:11])([F:10])[F:9])=[CH:4][C:3]=1[CH:12]([OH:14])[CH3:13].C[N+]1([O-])CCOCC1.CC#N. (5) Given the product [N+:37]([C:34]1[CH:33]=[CH:32][C:31]([O:30][C:28]([N:4]2[C:5]3[C:10](=[CH:9][C:8]([NH:11][C:12](=[O:21])[C:13]4[CH:14]=[CH:15][C:16]([O:19][CH3:20])=[CH:17][CH:18]=4)=[C:7]([N+:22]([O-:24])=[O:23])[CH:6]=3)[C:2]([CH3:26])([CH3:1])[C:3]2=[O:25])=[O:29])=[CH:36][CH:35]=1)([O-:39])=[O:38], predict the reactants needed to synthesize it. The reactants are: [CH3:1][C:2]1([CH3:26])[C:10]2[C:5](=[CH:6][C:7]([N+:22]([O-:24])=[O:23])=[C:8]([NH:11][C:12](=[O:21])[C:13]3[CH:18]=[CH:17][C:16]([O:19][CH3:20])=[CH:15][CH:14]=3)[CH:9]=2)[NH:4][C:3]1=[O:25].Cl[C:28]([O:30][C:31]1[CH:36]=[CH:35][C:34]([N+:37]([O-:39])=[O:38])=[CH:33][CH:32]=1)=[O:29].CCN(CC)CC.